The task is: Predict the reactants needed to synthesize the given product.. This data is from Full USPTO retrosynthesis dataset with 1.9M reactions from patents (1976-2016). (1) Given the product [F:1][C:2]1[C:3]([CH3:12])=[C:4]([CH2:5][OH:6])[CH:8]=[CH:9][C:10]=1[F:11], predict the reactants needed to synthesize it. The reactants are: [F:1][C:2]1[C:3]([CH3:12])=[C:4]([CH:8]=[CH:9][C:10]=1[F:11])[C:5](O)=[O:6].C(Cl)(=O)C(Cl)=O.CN(C=O)C.[BH4-].[Na+]. (2) Given the product [N:15]1([CH:24]2[CH2:25][CH2:26][N:21]([CH2:27][C:28]3[NH:10][C:8](=[O:9])[C:7]4[O:6][C:5]5[CH:11]=[CH:12][C:2]([Br:1])=[CH:3][C:4]=5[C:13]=4[N:14]=3)[CH2:22][CH2:23]2)[CH2:20][CH2:19][CH2:18][CH2:17][CH2:16]1, predict the reactants needed to synthesize it. The reactants are: [Br:1][C:2]1[CH:12]=[CH:11][C:5]([O:6][CH2:7][C:8]([NH2:10])=[O:9])=[C:4]([C:13]#[N:14])[CH:3]=1.[NH:15]1[CH2:20][CH2:19][CH2:18][CH2:17][CH2:16]1.[N:21]1([CH:27]2CCNC[CH2:28]2)[CH2:26][CH2:25][CH2:24][CH2:23][CH2:22]1.